Dataset: NCI-60 drug combinations with 297,098 pairs across 59 cell lines. Task: Regression. Given two drug SMILES strings and cell line genomic features, predict the synergy score measuring deviation from expected non-interaction effect. (1) Drug 1: CC=C1C(=O)NC(C(=O)OC2CC(=O)NC(C(=O)NC(CSSCCC=C2)C(=O)N1)C(C)C)C(C)C. Drug 2: C1=CC=C(C=C1)NC(=O)CCCCCCC(=O)NO. Cell line: UO-31. Synergy scores: CSS=19.7, Synergy_ZIP=-4.18, Synergy_Bliss=-2.38, Synergy_Loewe=1.35, Synergy_HSA=1.80. (2) Synergy scores: CSS=18.5, Synergy_ZIP=-3.88, Synergy_Bliss=-0.0168, Synergy_Loewe=-1.63, Synergy_HSA=-0.304. Drug 2: C1CC(=O)NC(=O)C1N2C(=O)C3=CC=CC=C3C2=O. Drug 1: CC(CN1CC(=O)NC(=O)C1)N2CC(=O)NC(=O)C2. Cell line: IGROV1. (3) Drug 1: CC1C(C(=O)NC(C(=O)N2CCCC2C(=O)N(CC(=O)N(C(C(=O)O1)C(C)C)C)C)C(C)C)NC(=O)C3=C4C(=C(C=C3)C)OC5=C(C(=O)C(=C(C5=N4)C(=O)NC6C(OC(=O)C(N(C(=O)CN(C(=O)C7CCCN7C(=O)C(NC6=O)C(C)C)C)C)C(C)C)C)N)C. Drug 2: C1CN(CCN1C(=O)CCBr)C(=O)CCBr. Cell line: CCRF-CEM. Synergy scores: CSS=62.9, Synergy_ZIP=-3.64, Synergy_Bliss=-4.03, Synergy_Loewe=-1.75, Synergy_HSA=-0.271. (4) Drug 1: C1=NC2=C(N=C(N=C2N1C3C(C(C(O3)CO)O)F)Cl)N. Drug 2: CCCCC(=O)OCC(=O)C1(CC(C2=C(C1)C(=C3C(=C2O)C(=O)C4=C(C3=O)C=CC=C4OC)O)OC5CC(C(C(O5)C)O)NC(=O)C(F)(F)F)O. Cell line: MALME-3M. Synergy scores: CSS=20.1, Synergy_ZIP=-1.44, Synergy_Bliss=-1.44, Synergy_Loewe=-5.28, Synergy_HSA=-4.50. (5) Drug 1: CCCS(=O)(=O)NC1=C(C(=C(C=C1)F)C(=O)C2=CNC3=C2C=C(C=N3)C4=CC=C(C=C4)Cl)F. Drug 2: CC(C)(C#N)C1=CC(=CC(=C1)CN2C=NC=N2)C(C)(C)C#N. Cell line: SK-MEL-5. Synergy scores: CSS=16.4, Synergy_ZIP=-2.80, Synergy_Bliss=-2.20, Synergy_Loewe=-7.14, Synergy_HSA=-3.15. (6) Drug 1: CC1=C(C(=CC=C1)Cl)NC(=O)C2=CN=C(S2)NC3=CC(=NC(=N3)C)N4CCN(CC4)CCO. Drug 2: CC(C)CN1C=NC2=C1C3=CC=CC=C3N=C2N. Cell line: HCC-2998. Synergy scores: CSS=4.26, Synergy_ZIP=-0.419, Synergy_Bliss=2.67, Synergy_Loewe=1.03, Synergy_HSA=1.98. (7) Drug 1: CC1=C2C(C(=O)C3(C(CC4C(C3C(C(C2(C)C)(CC1OC(=O)C(C(C5=CC=CC=C5)NC(=O)OC(C)(C)C)O)O)OC(=O)C6=CC=CC=C6)(CO4)OC(=O)C)OC)C)OC. Drug 2: CC1OCC2C(O1)C(C(C(O2)OC3C4COC(=O)C4C(C5=CC6=C(C=C35)OCO6)C7=CC(=C(C(=C7)OC)O)OC)O)O. Cell line: OVCAR-8. Synergy scores: CSS=71.8, Synergy_ZIP=3.70, Synergy_Bliss=1.94, Synergy_Loewe=-2.76, Synergy_HSA=5.40. (8) Drug 1: CC1=C(C=C(C=C1)NC(=O)C2=CC=C(C=C2)CN3CCN(CC3)C)NC4=NC=CC(=N4)C5=CN=CC=C5. Drug 2: CCC1(CC2CC(C3=C(CCN(C2)C1)C4=CC=CC=C4N3)(C5=C(C=C6C(=C5)C78CCN9C7C(C=CC9)(C(C(C8N6C)(C(=O)OC)O)OC(=O)C)CC)OC)C(=O)OC)O.OS(=O)(=O)O. Cell line: MDA-MB-231. Synergy scores: CSS=15.1, Synergy_ZIP=-2.80, Synergy_Bliss=1.41, Synergy_Loewe=5.73, Synergy_HSA=3.95. (9) Drug 1: C1=NC2=C(N=C(N=C2N1C3C(C(C(O3)CO)O)F)Cl)N. Drug 2: CC1=C2C(C(=O)C3(C(CC4C(C3C(C(C2(C)C)(CC1OC(=O)C(C(C5=CC=CC=C5)NC(=O)C6=CC=CC=C6)O)O)OC(=O)C7=CC=CC=C7)(CO4)OC(=O)C)O)C)OC(=O)C. Cell line: MDA-MB-231. Synergy scores: CSS=29.9, Synergy_ZIP=-9.74, Synergy_Bliss=-7.69, Synergy_Loewe=-3.88, Synergy_HSA=-2.36. (10) Drug 1: CCCCCOC(=O)NC1=NC(=O)N(C=C1F)C2C(C(C(O2)C)O)O. Drug 2: CCC1(C2=C(COC1=O)C(=O)N3CC4=CC5=C(C=CC(=C5CN(C)C)O)N=C4C3=C2)O.Cl. Cell line: MOLT-4. Synergy scores: CSS=66.3, Synergy_ZIP=1.87, Synergy_Bliss=0.0637, Synergy_Loewe=-53.6, Synergy_HSA=0.136.